From a dataset of Full USPTO retrosynthesis dataset with 1.9M reactions from patents (1976-2016). Predict the reactants needed to synthesize the given product. (1) Given the product [F:26][C:27]1[C:32]([F:33])=[CH:31][C:30]([C:2]2[CH:7]=[CH:6][N:5]=[CH:4][C:3]=2[N:8]([CH3:25])[C:9](=[O:24])[C:10]2[CH:15]=[C:14]([C:16]([F:19])([F:18])[F:17])[CH:13]=[C:12]([C:20]([F:23])([F:22])[F:21])[CH:11]=2)=[C:29]([O:37][CH3:38])[CH:28]=1, predict the reactants needed to synthesize it. The reactants are: Br[C:2]1[CH:7]=[CH:6][N:5]=[CH:4][C:3]=1[N:8]([CH3:25])[C:9](=[O:24])[C:10]1[CH:15]=[C:14]([C:16]([F:19])([F:18])[F:17])[CH:13]=[C:12]([C:20]([F:23])([F:22])[F:21])[CH:11]=1.[F:26][C:27]1[C:32]([F:33])=[CH:31][C:30](B(O)O)=[C:29]([O:37][CH3:38])[CH:28]=1. (2) The reactants are: [NH2:1][C:2]1[CH:7]=[CH:6][C:5]([C:8]2[C:16]3[C:11](=[N:12][CH:13]=[CH:14][CH:15]=3)[NH:10][C:9]=2[C:17]([NH2:19])=[O:18])=[CH:4][CH:3]=1.[F:20][C:21]1[CH:26]=[CH:25][CH:24]=[CH:23][C:22]=1[N:27]=[C:28]=[O:29]. Given the product [F:20][C:21]1[CH:26]=[CH:25][CH:24]=[CH:23][C:22]=1[NH:27][C:28](=[O:29])[NH:1][C:2]1[CH:3]=[CH:4][C:5]([C:8]2[C:16]3[C:11](=[N:12][CH:13]=[CH:14][CH:15]=3)[NH:10][C:9]=2[C:17]([NH2:19])=[O:18])=[CH:6][CH:7]=1, predict the reactants needed to synthesize it. (3) Given the product [F:13][C:12]([F:15])([F:14])[C:10]1[NH:11][C:7]2[CH:6]=[C:5]([C:3]([OH:4])([CH2:18][CH3:19])[CH2:23][CH3:24])[CH:17]=[CH:16][C:8]=2[N:9]=1, predict the reactants needed to synthesize it. The reactants are: CO[C:3]([C:5]1[CH:17]=[CH:16][C:8]2[N:9]=[C:10]([C:12]([F:15])([F:14])[F:13])[NH:11][C:7]=2[CH:6]=1)=[O:4].[CH2:18]([Mg]Br)[CH3:19].O1CCO[CH2:24][CH2:23]1. (4) Given the product [ClH:30].[F:29][C:2]([F:1])([F:28])[C:3]1[N:8]=[C:7]([CH2:9][NH2:10])[CH:6]=[C:5]([C:18]2[CH:19]=[N:20][C:21]([C:24]([F:25])([F:26])[F:27])=[N:22][CH:23]=2)[N:4]=1, predict the reactants needed to synthesize it. The reactants are: [F:1][C:2]([F:29])([F:28])[C:3]1[N:8]=[C:7]([CH2:9][NH:10]C(=O)OC(C)(C)C)[CH:6]=[C:5]([C:18]2[CH:19]=[N:20][C:21]([C:24]([F:27])([F:26])[F:25])=[N:22][CH:23]=2)[N:4]=1.[ClH:30]. (5) Given the product [CH2:1]([O:8][C:9]1[CH:10]=[CH:11][C:12]([C:15]2[N:20]=[CH:19][N:18]=[C:17]([NH:21][C@@H:22]([C:30]([OH:32])=[O:31])[CH2:23][C:24]3[CH:29]=[CH:28][CH:27]=[CH:26][N:25]=3)[CH:16]=2)=[CH:13][CH:14]=1)[C:2]1[CH:3]=[CH:4][CH:5]=[CH:6][CH:7]=1, predict the reactants needed to synthesize it. The reactants are: [CH2:1]([O:8][C:9]1[CH:14]=[CH:13][C:12]([C:15]2[N:20]=[CH:19][N:18]=[C:17]([NH:21][C@@H:22]([C:30]([O:32]C)=[O:31])[CH2:23][C:24]3[CH:29]=[CH:28][CH:27]=[CH:26][N:25]=3)[CH:16]=2)=[CH:11][CH:10]=1)[C:2]1[CH:7]=[CH:6][CH:5]=[CH:4][CH:3]=1.O.[OH-].[Li+].Cl. (6) The reactants are: [Cl:1][C:2]1[C:3](Cl)=[N:4][CH:5]=[C:6]([CH:12]=1)[C:7]([O:9][CH2:10][CH3:11])=[O:8].[NH2:14][C@@H:15]1[CH2:19][CH2:18][N:17]([C:20]([O:22][C:23]([CH3:26])([CH3:25])[CH3:24])=[O:21])[CH2:16]1.C([O-])([O-])=O.[K+].[K+].CCOC(C)=O. Given the product [C:23]([O:22][C:20]([N:17]1[CH2:18][CH2:19][C@@H:15]([NH:14][C:3]2[C:2]([Cl:1])=[CH:12][C:6]([C:7]([O:9][CH2:10][CH3:11])=[O:8])=[CH:5][N:4]=2)[CH2:16]1)=[O:21])([CH3:26])([CH3:24])[CH3:25], predict the reactants needed to synthesize it. (7) Given the product [C:22]12([CH2:32][C:33]([NH:1][N:2]3[C:7](=[O:8])[C:6]4[CH:9]=[C:10]([C:12]5[CH:17]=[CH:16][CH:15]=[CH:14][CH:13]=5)[S:11][C:5]=4[N:4]=[C:3]3[S:18][CH:19]([CH3:21])[CH3:20])=[O:34])[CH2:29][CH:28]3[CH2:27][CH:26]([CH2:25][CH:24]([CH2:30]3)[CH2:23]1)[CH2:31]2, predict the reactants needed to synthesize it. The reactants are: [NH2:1][N:2]1[C:7](=[O:8])[C:6]2[CH:9]=[C:10]([C:12]3[CH:17]=[CH:16][CH:15]=[CH:14][CH:13]=3)[S:11][C:5]=2[N:4]=[C:3]1[S:18][CH:19]([CH3:21])[CH3:20].[C:22]12([CH2:32][C:33](Cl)=[O:34])[CH2:31][CH:26]3[CH2:27][CH:28]([CH2:30][CH:24]([CH2:25]3)[CH2:23]1)[CH2:29]2.